Dataset: Forward reaction prediction with 1.9M reactions from USPTO patents (1976-2016). Task: Predict the product of the given reaction. Given the reactants [N+:1]([C:4]1[CH:11]=[CH:10][C:7]([CH2:8]Br)=[CH:6][CH:5]=1)([O-:3])=[O:2].[CH2:12]([O:14][C:15]([C:17]1[NH:18][C:19]2[C:24]([CH:25]=1)=[CH:23][CH:22]=[CH:21][CH:20]=2)=[O:16])[CH3:13].C(=O)([O-])[O-].[K+].[K+], predict the reaction product. The product is: [N+:1]([C:4]1[CH:11]=[CH:10][C:7]([CH2:8][N:18]2[C:19]3[C:24](=[CH:23][CH:22]=[CH:21][CH:20]=3)[CH:25]=[C:17]2[C:15]([O:14][CH2:12][CH3:13])=[O:16])=[CH:6][CH:5]=1)([O-:3])=[O:2].